Dataset: Catalyst prediction with 721,799 reactions and 888 catalyst types from USPTO. Task: Predict which catalyst facilitates the given reaction. (1) Reactant: [Br:1][C:2]1[CH:7]=[CH:6][C:5]([C:8]2[N:13]=[C:12]([N:14]3[CH:18]=NC=N3)[C:11]3=[C:19]([CH3:23])[N:20]=[C:21]([CH3:22])[N:10]3[N:9]=2)=[CH:4][CH:3]=1.[CH3:24][O:25][C:26]1[CH:27]=C([CH:30]=[C:31]([O:35][CH3:36])[C:32]=1[O:33][CH3:34])N.C(=O)([O-])[O-].[K+].[K+]. Product: [Br:1][C:2]1[CH:7]=[CH:6][C:5]([C:8]2[N:13]=[C:12]([NH:14][C:18]3[CH:27]=[C:26]([O:25][CH3:24])[C:32]([O:33][CH3:34])=[C:31]([O:35][CH3:36])[CH:30]=3)[C:11]3=[C:19]([CH3:23])[N:20]=[C:21]([CH3:22])[N:10]3[N:9]=2)=[CH:4][CH:3]=1. The catalyst class is: 3. (2) Reactant: Cl[C:2]1[C:3](=[O:24])[C:4](=[O:23])[C:5]=1[NH:6][C:7]1[CH:12]=[CH:11][CH:10]=[C:9]([C:13]([N:15]2[CH2:20][CH2:19][N:18]([CH3:21])[CH2:17][CH2:16]2)=[O:14])[C:8]=1[OH:22].[Cl:25][C:26]1[CH:32]=[C:31]([F:33])[CH:30]=[CH:29][C:27]=1[NH2:28]. Product: [OH:22][C:8]1[C:9]([C:13]([N:15]2[CH2:20][CH2:19][N:18]([CH3:21])[CH2:17][CH2:16]2)=[O:14])=[CH:10][CH:11]=[CH:12][C:7]=1[NH:6][C:5]1[C:4](=[O:23])[C:3](=[O:24])[C:2]=1[NH:28][C:27]1[CH:29]=[CH:30][C:31]([F:33])=[CH:32][C:26]=1[Cl:25]. The catalyst class is: 16. (3) Reactant: [CH3:1][O:2][C:3]1[CH:4]=[C:5]([C:20](O)=[O:21])[C:6]2[O:10][C:9]([C:11]3[CH:16]=[CH:15][C:14]([O:17][CH3:18])=[CH:13][CH:12]=3)=[CH:8][C:7]=2[CH:19]=1.Cl.[CH3:24][NH:25][O:26][CH3:27].CCN=C=NCCCN(C)C.Cl. Product: [CH3:27][O:26][N:25]([CH3:24])[C:20]([C:5]1[C:6]2[O:10][C:9]([C:11]3[CH:12]=[CH:13][C:14]([O:17][CH3:18])=[CH:15][CH:16]=3)=[CH:8][C:7]=2[CH:19]=[C:3]([O:2][CH3:1])[CH:4]=1)=[O:21]. The catalyst class is: 241.